This data is from Full USPTO retrosynthesis dataset with 1.9M reactions from patents (1976-2016). The task is: Predict the reactants needed to synthesize the given product. (1) Given the product [CH3:6][O:7][C:8]1[N:13]=[C:12]([C:14]2[CH:15]=[CH:16][C:17]([C:20]([OH:22])([CH3:1])[CH3:21])=[CH:18][CH:19]=2)[C:11]([N:23]2[CH2:24][CH2:25][N:26]([C:29]3[CH:30]=[CH:31][C:32]([O:35][CH3:36])=[CH:33][CH:34]=3)[CH2:27][CH2:28]2)=[CH:10][CH:9]=1, predict the reactants needed to synthesize it. The reactants are: [CH2:1]1COCC1.[CH3:6][O:7][C:8]1[N:13]=[C:12]([C:14]2[CH:19]=[CH:18][C:17]([C:20](=[O:22])[CH3:21])=[CH:16][CH:15]=2)[C:11]([N:23]2[CH2:28][CH2:27][N:26]([C:29]3[CH:34]=[CH:33][C:32]([O:35][CH3:36])=[CH:31][CH:30]=3)[CH2:25][CH2:24]2)=[CH:10][CH:9]=1.C[Mg]Br. (2) Given the product [N:1]([CH2:6][CH:7]([F:26])[CH2:8][CH2:9][N:10]1[CH:15]=[CH:14][C:13]([NH:16][C:17](=[O:23])[O:18][C:19]([CH3:22])([CH3:20])[CH3:21])=[C:12]([F:24])[C:11]1=[O:25])=[N+:2]=[N-:3], predict the reactants needed to synthesize it. The reactants are: [N-:1]=[N+:2]=[N-:3].[Na+].Br[CH2:6][CH:7]([F:26])[CH2:8][CH2:9][N:10]1[CH:15]=[CH:14][C:13]([NH:16][C:17](=[O:23])[O:18][C:19]([CH3:22])([CH3:21])[CH3:20])=[C:12]([F:24])[C:11]1=[O:25].O. (3) Given the product [C:1]([O:5][C:6]([N:8]1[CH2:14][CH2:13][C:12]2[C:15]([SH:20])=[C:16]([Cl:19])[CH:17]=[CH:18][C:11]=2[CH2:10][CH2:9]1)=[O:7])([CH3:4])([CH3:2])[CH3:3], predict the reactants needed to synthesize it. The reactants are: [C:1]([O:5][C:6]([N:8]1[CH2:14][CH2:13][C:12]2[C:15]([S:20]C(=O)N(C)C)=[C:16]([Cl:19])[CH:17]=[CH:18][C:11]=2[CH2:10][CH2:9]1)=[O:7])([CH3:4])([CH3:3])[CH3:2].[OH-].[K+].[Cl-].[NH4+].O. (4) Given the product [C:1]([O:5][C:6](=[O:20])[CH2:7][N:8]1[C:17]2[C:12](=[C:13]([F:18])[CH:14]=[CH:15][CH:16]=2)[N:11]([C:25](=[O:24])[NH:38][CH2:39][C:40]2[CH:45]=[CH:44][C:43]([C:46]([N:48]3[CH2:54][CH2:53][CH2:52][CH2:51][C:50]4[CH:55]=[CH:56][CH:57]=[CH:58][C:49]3=4)=[O:47])=[CH:42][C:41]=2[CH3:59])[CH2:10][C:9]1=[O:19])([CH3:4])([CH3:2])[CH3:3], predict the reactants needed to synthesize it. The reactants are: [C:1]([O:5][C:6](=[O:20])[CH2:7][N:8]1[C:17]2[C:12](=[C:13]([F:18])[CH:14]=[CH:15][CH:16]=2)[NH:11][CH2:10][C:9]1=[O:19])([CH3:4])([CH3:3])[CH3:2].ClC([O:24][C:25](Cl)(Cl)Cl)=O.C(N(C(C)C)CC)(C)C.[NH2:38][CH2:39][C:40]1[CH:45]=[CH:44][C:43]([C:46]([N:48]2[CH2:54][CH2:53][CH2:52][CH2:51][C:50]3[CH:55]=[CH:56][CH:57]=[CH:58][C:49]2=3)=[O:47])=[CH:42][C:41]=1[CH3:59]. (5) Given the product [CH2:1]([O:3][C:4](=[O:16])[CH2:5][N:6]1[C:14]2[C:9](=[CH:10][CH:11]=[C:12]([O:15][CH2:24][C:23]3[C:18]([CH3:17])=[N:19][C:20]([C:26]4[CH:31]=[CH:30][CH:29]=[C:28]([C:32]([F:35])([F:33])[F:34])[CH:27]=4)=[CH:21][CH:22]=3)[CH:13]=2)[CH:8]=[CH:7]1)[CH3:2], predict the reactants needed to synthesize it. The reactants are: [CH2:1]([O:3][C:4](=[O:16])[CH2:5][N:6]1[C:14]2[C:9](=[CH:10][CH:11]=[C:12]([OH:15])[CH:13]=2)[CH:8]=[CH:7]1)[CH3:2].[CH3:17][C:18]1[C:23]([CH2:24]O)=[CH:22][CH:21]=[C:20]([C:26]2[CH:31]=[CH:30][CH:29]=[C:28]([C:32]([F:35])([F:34])[F:33])[CH:27]=2)[N:19]=1.C(P(CCCC)CCCC)CCC.CN(C)C(N=NC(N(C)C)=O)=O. (6) Given the product [CH3:1][S:2][C:3]1[CH:4]=[C:5]([C:9](=[O:17])[C:10]([C:11]2[CH:16]=[CH:15][N:14]=[CH:13][CH:12]=2)=[O:19])[CH:6]=[CH:7][CH:8]=1, predict the reactants needed to synthesize it. The reactants are: [CH3:1][S:2][C:3]1[CH:4]=[C:5]([CH:9]([OH:17])[CH2:10][C:11]2[CH:16]=[CH:15][N:14]=[CH:13][CH:12]=2)[CH:6]=[CH:7][CH:8]=1.[Cr](O[Cr]([O-])(=O)=O)([O-])(=O)=[O:19].[NH+]1C=CC=CC=1.[NH+]1C=CC=CC=1.